From a dataset of Reaction yield outcomes from USPTO patents with 853,638 reactions. Predict the reaction yield, written as a fraction of the theoretical maximum amount of product (1.0 means a 100% yield; for example, 0.34 means a 34% yield). (1) The reactants are [S:1](=[C:4]1[N:9]([C:10]([N:12]2[CH2:17][CH2:16][O:15][CH2:14][CH2:13]2)=[O:11])[CH2:8][CH2:7][NH:6][C@@H:5]1[C:18]([O-:20])=O)(=[O:3])=[O:2].[NH2:21]O.Cl. The catalyst is CN(C=O)C. The product is [S:1](=[C:4]1[N:9]([C:10]([N:12]2[CH2:13][CH2:14][O:15][CH2:16][CH2:17]2)=[O:11])[CH2:8][CH2:7][NH:6][C@@H:5]1[C:18]([NH2:21])=[O:20])(=[O:2])=[O:3]. The yield is 0.590. (2) The reactants are C([Li])CCC.[CH3:6][CH2:7][CH2:8][CH2:9][CH2:10]C.Br[C:13]1[CH:18]=[C:17]([Cl:19])[CH:16]=[CH:15][C:14]=1[Cl:20].B(F)(F)F.CC[O:27][CH2:28][CH3:29].[Cl-].[NH4+]. The yield is 0.680. The product is [Cl:20][C:14]1[CH:15]=[CH:16][C:17]([Cl:19])=[CH:18][C:13]=1[CH:10]1[CH2:9][CH2:8][CH2:7][CH2:6][CH2:29][CH:28]1[OH:27]. The catalyst is C(OCC)C.O.